From a dataset of Full USPTO retrosynthesis dataset with 1.9M reactions from patents (1976-2016). Predict the reactants needed to synthesize the given product. (1) Given the product [CH3:39][NH:40][C:2]1[N:7]=[CH:6][N:5]=[C:4]([O:8][C:9]2[CH:14]=[CH:13][C:12]([NH:15][C:16]([NH:18][C:19]3[CH:24]=[C:23]([C:25]([F:28])([F:27])[F:26])[CH:22]=[C:21]([CH2:29][N:30]4[CH2:35][CH2:34][N:33]([CH:36]([CH3:38])[CH3:37])[CH2:32][CH2:31]4)[CH:20]=3)=[O:17])=[CH:11][CH:10]=2)[CH:3]=1, predict the reactants needed to synthesize it. The reactants are: Cl[C:2]1[N:7]=[CH:6][N:5]=[C:4]([O:8][C:9]2[CH:14]=[CH:13][C:12]([NH:15][C:16]([NH:18][C:19]3[CH:24]=[C:23]([C:25]([F:28])([F:27])[F:26])[CH:22]=[C:21]([CH2:29][N:30]4[CH2:35][CH2:34][N:33]([CH:36]([CH3:38])[CH3:37])[CH2:32][CH2:31]4)[CH:20]=3)=[O:17])=[CH:11][CH:10]=2)[CH:3]=1.[CH3:39][NH2:40].CCOC(C)=O. (2) Given the product [CH2:1]([O:3][C:4]1[CH:5]=[C:6]([C:13]2[O:17][N:16]=[C:15]([C:18]3[CH:26]=[CH:25][CH:24]=[C:23]4[C:19]=3[CH2:20][CH2:21][N:22]4[CH:27]([CH2:32][OH:31])[CH2:28][OH:29])[N:14]=2)[CH:7]=[CH:8][C:9]=1[O:10][CH2:11][CH3:12])[CH3:2], predict the reactants needed to synthesize it. The reactants are: [CH2:1]([O:3][C:4]1[CH:5]=[C:6]([C:13]2[O:17][N:16]=[C:15]([C:18]3[CH:26]=[CH:25][CH:24]=[C:23]4[C:19]=3[CH2:20][CH2:21][N:22]4[CH:27]3[CH2:32][O:31]C(C)(C)[O:29][CH2:28]3)[N:14]=2)[CH:7]=[CH:8][C:9]=1[O:10][CH2:11][CH3:12])[CH3:2].[Na+].[I-].CO.